From a dataset of Catalyst prediction with 721,799 reactions and 888 catalyst types from USPTO. Predict which catalyst facilitates the given reaction. (1) Reactant: [C:1]1([N:7]=[C:8]=[O:9])[CH:6]=[CH:5][CH:4]=[CH:3][CH:2]=1.[CH:10]1([N:14]2[CH2:20][CH2:19][C:18]3[CH:21]=[CH:22][C:23]([NH2:25])=[CH:24][C:17]=3[CH2:16][CH2:15]2)[CH2:13][CH2:12][CH2:11]1. Product: [CH:10]1([N:14]2[CH2:20][CH2:19][C:18]3[CH:21]=[CH:22][C:23]([NH:25][C:8]([NH:7][C:1]4[CH:6]=[CH:5][CH:4]=[CH:3][CH:2]=4)=[O:9])=[CH:24][C:17]=3[CH2:16][CH2:15]2)[CH2:13][CH2:12][CH2:11]1. The catalyst class is: 98. (2) The catalyst class is: 42. Product: [CH3:1][O:2][C:3]1[C:14]([CH2:15][CH:16]=[C:17]([CH3:19])[CH3:18])=[CH:13][C:6]2[C:7](=[O:12])[N:8]([CH3:22])[CH2:9][CH2:10][O:11][C:5]=2[CH:4]=1. Reactant: [CH3:1][O:2][C:3]1[C:14]([CH2:15][CH:16]=[C:17]([CH3:19])[CH3:18])=[CH:13][C:6]2[C:7](=[O:12])[NH:8][CH2:9][CH2:10][O:11][C:5]=2[CH:4]=1.[H-].[Na+].[CH3:22]I.[Cl-].[NH4+]. (3) Reactant: Cl.[C:2]1([C:8](=[N:15][CH2:16][C:17]2([C:30](=[O:39])[NH:31][C:32]3[CH:37]=[CH:36][C:35]([CH3:38])=[CH:34][N:33]=3)[CH2:22][CH2:21][N:20](C(OC(C)(C)C)=O)[CH2:19][CH2:18]2)[C:9]2[CH:14]=[CH:13][CH:12]=[CH:11][CH:10]=2)[CH:7]=[CH:6][CH:5]=[CH:4][CH:3]=1. Product: [C:9]1([C:8](=[N:15][CH2:16][C:17]2([C:30]([NH:31][C:32]3[CH:37]=[CH:36][C:35]([CH3:38])=[CH:34][N:33]=3)=[O:39])[CH2:22][CH2:21][NH:20][CH2:19][CH2:18]2)[C:2]2[CH:3]=[CH:4][CH:5]=[CH:6][CH:7]=2)[CH:14]=[CH:13][CH:12]=[CH:11][CH:10]=1. The catalyst class is: 169. (4) Reactant: [Cl:1][C:2]1[CH:31]=[C:30]([Cl:32])[CH:29]=[CH:28][C:3]=1[CH2:4][NH:5][C:6]1[CH:11]=[C:10]([N:12]2[CH2:17][CH2:16][CH:15]([CH2:18][CH2:19][N:20]3[CH2:24][CH2:23][CH2:22][CH2:21]3)[CH2:14][CH2:13]2)[N:9]=[N:8][C:7]=1[C:25](O)=[O:26].O.[NH3:34].O.C(OCC)(=O)C. Product: [Cl:1][C:2]1[CH:31]=[C:30]([Cl:32])[CH:29]=[CH:28][C:3]=1[CH2:4][NH:5][C:6]1[CH:11]=[C:10]([N:12]2[CH2:13][CH2:14][CH:15]([CH2:18][CH2:19][N:20]3[CH2:24][CH2:23][CH2:22][CH2:21]3)[CH2:16][CH2:17]2)[N:9]=[N:8][C:7]=1[C:25]([NH2:34])=[O:26]. The catalyst class is: 623. (5) Reactant: [NH:1]([C:8]1[S:9][C:10]([C:13]([OH:15])=O)=[CH:11][N:12]=1)[C:2]1[CH:7]=[CH:6][CH:5]=[CH:4][CH:3]=1.Cl.CN(C)[CH2:19][CH2:20][CH2:21][N:22]=C=NCC.ON1[C:33]2N=C[CH:36]=[CH:37][C:32]=2N=N1.Cl.CNC.C(N(CC)C(C)C)(C)C. Product: [NH:1]([C:8]1[S:9][C:10]([C:13]([NH:22][CH2:21][C:20]2[CH:19]=[CH:36][CH:37]=[CH:32][CH:33]=2)=[O:15])=[CH:11][N:12]=1)[C:2]1[CH:3]=[CH:4][CH:5]=[CH:6][CH:7]=1. The catalyst class is: 9. (6) Reactant: [CH3:1][O:2][C:3]1[CH:8]=[CH:7][C:6](O)=[C:5]([O:10][CH3:11])[C:4]=1[O:12][CH3:13].C(=O)([O-])[O-:15].[K+].[K+].Br[CH2:21][CH2:22][CH2:23][C:24]([O:26][CH2:27][CH3:28])=[O:25]. Product: [CH3:11][O:10][C:5]1[CH:6]=[C:7]([CH:8]=[C:3]([O:2][CH3:1])[C:4]=1[O:12][CH3:13])[O:15][CH2:21][CH2:22][CH2:23][C:24]([O:26][CH2:27][CH3:28])=[O:25]. The catalyst class is: 131. (7) Reactant: C[O:2][C:3]([C:5]1[CH:10]=[CH:9][C:8]([C:11]2[CH:16]=[CH:15][C:14]([CH:17]([CH3:37])[C:18]([C:24]3[CH:25]=[CH:26][C:27]4[O:32][CH2:31][C:30](=[O:33])[N:29]([CH2:34][CH3:35])[C:28]=4[CH:36]=3)([OH:23])[C:19]([F:22])([F:21])[F:20])=[C:13]([Cl:38])[CH:12]=2)=[CH:7][C:6]=1[Cl:39])=[O:4]. Product: [Cl:39][C:6]1[CH:7]=[C:8]([C:11]2[CH:16]=[CH:15][C:14]([CH:17]([CH3:37])[C:18]([C:24]3[CH:25]=[CH:26][C:27]4[O:32][CH2:31][C:30](=[O:33])[N:29]([CH2:34][CH3:35])[C:28]=4[CH:36]=3)([OH:23])[C:19]([F:21])([F:22])[F:20])=[C:13]([Cl:38])[CH:12]=2)[CH:9]=[CH:10][C:5]=1[C:3]([OH:4])=[O:2]. The catalyst class is: 194. (8) Reactant: C[O:2][CH:3]([O:31]C)[CH2:4][N:5]([C:10](=[O:30])[CH2:11][CH2:12][CH:13]([P:22]([CH2:27][CH:28]=[CH2:29])([CH2:24][CH:25]=[CH2:26])=[O:23])[P:14]([CH2:19][CH:20]=[CH2:21])([CH2:16][CH:17]=[CH2:18])=[O:15])[CH2:6][C:7](O)=[O:8].C(O)(C(F)(F)F)=O. Product: [O:8]=[CH:7][CH2:6][N:5]([C:10](=[O:30])[CH2:11][CH2:12][CH:13]([P:22]([CH2:27][CH:28]=[CH2:29])([CH2:24][CH:25]=[CH2:26])=[O:23])[P:14]([CH2:16][CH:17]=[CH2:18])([CH2:19][CH:20]=[CH2:21])=[O:15])[CH2:4][C:3]([OH:31])=[O:2]. The catalyst class is: 2. (9) Reactant: [C:1]([O:5][C:6]([N:8]1[CH2:12][C@H:11]([OH:13])[C@H:10]2[N:14]([C:17](=[O:36])[C@@H:18]([NH:23][C:24](=[O:35])[C:25]3[CH:30]=[CH:29][C:28]([C:31]([CH3:34])([CH3:33])[CH3:32])=[CH:27][CH:26]=3)[CH2:19][CH:20]([CH3:22])[CH3:21])[CH2:15][CH2:16][C@@H:9]12)=[O:7])([CH3:4])([CH3:3])[CH3:2].CC(OI1(OC(C)=O)(OC(C)=O)OC(=O)C2C=CC=CC1=2)=O. Product: [C:1]([O:5][C:6]([N:8]1[CH2:12][C:11](=[O:13])[C@H:10]2[N:14]([C:17](=[O:36])[C@@H:18]([NH:23][C:24](=[O:35])[C:25]3[CH:30]=[CH:29][C:28]([C:31]([CH3:34])([CH3:33])[CH3:32])=[CH:27][CH:26]=3)[CH2:19][CH:20]([CH3:22])[CH3:21])[CH2:15][CH2:16][C@@H:9]12)=[O:7])([CH3:2])([CH3:3])[CH3:4]. The catalyst class is: 4. (10) Reactant: [Cl:1][C:2]1[CH:7]=[CH:6][C:5]([CH:8]([OH:22])[CH:9]2[CH2:14][CH2:13][N:12]([C:15]([O:17][C:18]([CH3:21])([CH3:20])[CH3:19])=[O:16])[CH2:11][CH2:10]2)=[CH:4][CH:3]=1.[H-].[Na+].Cl.Cl[CH2:27][CH2:28][N:29]([CH3:31])[CH3:30]. Product: [Cl:1][C:2]1[CH:3]=[CH:4][C:5]([CH:8]([O:22][CH2:27][CH2:28][N:29]([CH3:31])[CH3:30])[CH:9]2[CH2:10][CH2:11][N:12]([C:15]([O:17][C:18]([CH3:19])([CH3:21])[CH3:20])=[O:16])[CH2:13][CH2:14]2)=[CH:6][CH:7]=1. The catalyst class is: 31.